From a dataset of Forward reaction prediction with 1.9M reactions from USPTO patents (1976-2016). Predict the product of the given reaction. Given the reactants [C:1]([S:5][C:6](=[O:11])[CH2:7][C:8](=[O:10])[CH3:9])([CH3:4])([CH3:3])[CH3:2].[H-].[Na+].Br[CH2:15][C:16]1[CH:21]=[CH:20][C:19]([S:22]([CH3:25])(=[O:24])=[O:23])=[CH:18][CH:17]=1, predict the reaction product. The product is: [C:1]([S:5][C:6](=[O:11])[CH:7]([CH2:15][C:16]1[CH:17]=[CH:18][C:19]([S:22]([CH3:25])(=[O:24])=[O:23])=[CH:20][CH:21]=1)[C:8](=[O:10])[CH3:9])([CH3:4])([CH3:2])[CH3:3].